Dataset: Retrosynthesis with 50K atom-mapped reactions and 10 reaction types from USPTO. Task: Predict the reactants needed to synthesize the given product. (1) Given the product C[Si](C)(C)CCOCn1nc(C#Cc2cccc(F)c2)c2cc([N+](=O)[O-])ccc21, predict the reactants needed to synthesize it. The reactants are: C#Cc1cccc(F)c1.C[Si](C)(C)CCOCn1nc(I)c2cc([N+](=O)[O-])ccc21. (2) Given the product CC(=O)COc1ccc(Cl)cc1C1OCCO1, predict the reactants needed to synthesize it. The reactants are: CC(=O)CCl.Oc1ccc(Cl)cc1C1OCCO1. (3) Given the product CC(C)(C)OC(=O)Nc1sc2cc(C3CCOCC3)cnc2c1C(=O)Nc1cnccc1N1CCC[C@H](NC(=O)OC(C)(C)C)C1, predict the reactants needed to synthesize it. The reactants are: CC(C)(C)OC(=O)N[C@H]1CCCN(c2ccncc2N)C1.CC(C)(C)OC(=O)Nc1sc2cc(C3CCOCC3)cnc2c1C(=O)O. (4) Given the product COC(=O)/C=C/c1ccc(Cl)c([N+](=O)[O-])c1, predict the reactants needed to synthesize it. The reactants are: C=[N+]=[N-].O=C(O)C=Cc1ccc(Cl)c([N+](=O)[O-])c1. (5) Given the product Cc1ccc(-n2ccc3ccccc32)cc1, predict the reactants needed to synthesize it. The reactants are: Cc1ccc(I)cc1.c1ccc2[nH]ccc2c1. (6) The reactants are: C#CCCCCCc1cn(C(=O)OC(C)(C)C)c(N)n1.CCCCCCCCc1ccc(C(=O)NCCN=[N+]=[N-])cc1. Given the product CCCCCCCCc1ccc(C(=O)NCCn2cc(CCCCCc3cn(C(=O)OC(C)(C)C)c(N)n3)nn2)cc1, predict the reactants needed to synthesize it. (7) Given the product CCO/C=C/C(=O)C(=O)OCC, predict the reactants needed to synthesize it. The reactants are: C=COCC.CCOC(=O)C(=O)Cl. (8) Given the product O=Cc1ccc(N2CCOCC2)c(F)c1, predict the reactants needed to synthesize it. The reactants are: C1COCCN1.O=Cc1ccc(F)c(F)c1. (9) Given the product O=C(NCC(F)(F)F)c1ccc(C2=NOC(c3cc(Cl)cc(Cl)c3)(C(F)(F)F)C2)c2ccccc12, predict the reactants needed to synthesize it. The reactants are: NCC(F)(F)F.O=C(O)c1ccc(C2=NOC(c3cc(Cl)cc(Cl)c3)(C(F)(F)F)C2)c2ccccc12.